Predict the reaction yield, written as a fraction of the theoretical maximum amount of product (1.0 means a 100% yield; for example, 0.34 means a 34% yield). From a dataset of Reaction yield outcomes from USPTO patents with 853,638 reactions. (1) The reactants are C([O:5][C:6]([C:8]1[CH:13]=[CH:12][C:11]([C:14]2[C:15]([CH3:48])([CH3:47])[C@H:16]3[C@:29]([CH3:32])([CH2:30][CH:31]=2)[C@@H:28]2[C@:19]([CH3:46])([C@@:20]4([CH3:45])[C@H:25]([CH2:26][CH2:27]2)[C@H:24]2[C@H:33]([C:36]([CH2:38][N:39]([CH3:41])[CH3:40])=[CH2:37])[CH2:34][CH2:35][C@:23]2([C:42]([OH:44])=[O:43])[CH2:22][CH2:21]4)[CH2:18][CH2:17]3)=[CH:10][CH:9]=1)=[O:7])(C)(C)C.C(O)(C(F)(F)F)=O. The catalyst is C(Cl)Cl. The product is [C:6]([C:8]1[CH:9]=[CH:10][C:11]([C:14]2[C:15]([CH3:48])([CH3:47])[C@H:16]3[C@:29]([CH3:32])([CH2:30][CH:31]=2)[C@@H:28]2[C@:19]([CH3:46])([C@@:20]4([CH3:45])[C@H:25]([CH2:26][CH2:27]2)[C@H:24]2[C@H:33]([C:36]([CH2:38][N:39]([CH3:41])[CH3:40])=[CH2:37])[CH2:34][CH2:35][C@:23]2([C:42]([OH:44])=[O:43])[CH2:22][CH2:21]4)[CH2:18][CH2:17]3)=[CH:12][CH:13]=1)([OH:7])=[O:5]. The yield is 0.254. (2) The reactants are [OH:1][CH2:2][C@@H:3]1[C@@H:7]([OH:8])[CH2:6][CH2:5][O:4]1.[C:9]1([CH3:19])[CH:14]=[CH:13][C:12]([S:15](Cl)(=[O:17])=[O:16])=[CH:11][CH:10]=1. The catalyst is N1C=CC=CC=1. The product is [CH3:19][C:9]1[CH:14]=[CH:13][C:12]([S:15]([O:1][CH2:2][C@@H:3]2[C@@H:7]([OH:8])[CH2:6][CH2:5][O:4]2)(=[O:17])=[O:16])=[CH:11][CH:10]=1. The yield is 0.860.